Predict the reactants needed to synthesize the given product. From a dataset of Full USPTO retrosynthesis dataset with 1.9M reactions from patents (1976-2016). (1) Given the product [NH2:19][CH2:2][C:3]([NH:5][C:6]1[CH:15]=[CH:14][CH:13]=[C:12]2[C:7]=1[C:8](=[O:17])[NH:9][NH:10][C:11]2=[O:16])=[O:4], predict the reactants needed to synthesize it. The reactants are: Cl[CH2:2][C:3]([NH:5][C:6]1[CH:15]=[CH:14][CH:13]=[C:12]2[C:7]=1[C:8](=[O:17])[NH:9][NH:10][C:11]2=[O:16])=[O:4].[OH-].[NH4+:19]. (2) Given the product [CH3:20][O:19][N:18]([CH3:17])[C:13]([C@@H:10]1[CH2:11][CH2:12][N:8]([C:6]([O:5][C:1]([CH3:2])([CH3:3])[CH3:4])=[O:7])[CH2:9]1)=[O:15], predict the reactants needed to synthesize it. The reactants are: [C:1]([O:5][C:6]([N:8]1[CH2:12][CH2:11][C@@H:10]([C:13]([OH:15])=O)[CH2:9]1)=[O:7])([CH3:4])([CH3:3])[CH3:2].Cl.[CH3:17][NH:18][O:19][CH3:20].C(N(CC)C(C)C)(C)C. (3) Given the product [C:1]([O:5][C:6]([N:8]1[CH2:13][CH2:12][N:11]([C:14]2[CH:15]=[CH:16][C:17]([NH2:20])=[CH:18][CH:19]=2)[CH2:10][CH2:9]1)=[O:7])([CH3:4])([CH3:2])[CH3:3], predict the reactants needed to synthesize it. The reactants are: [C:1]([O:5][C:6]([N:8]1[CH2:13][CH2:12][N:11]([C:14]2[CH:19]=[CH:18][C:17]([N+:20]([O-])=O)=[CH:16][CH:15]=2)[CH2:10][CH2:9]1)=[O:7])([CH3:4])([CH3:3])[CH3:2].C(O)C. (4) Given the product [CH:7]1([NH:13][C:14]2[C:19]([C:20]3[CH2:32][C:3]([CH2:2][OH:6])([CH2:4][OH:5])[O:22][N:21]=3)=[CH:18][N:17]=[C:16]3[N:23]([CH2:26][CH3:27])[N:24]=[CH:25][C:15]=23)[CH2:8][CH2:9][CH2:10][CH2:11][CH2:12]1, predict the reactants needed to synthesize it. The reactants are: C=[C:2]([OH:6])[CH2:3][CH2:4][OH:5].[CH:7]1([NH:13][C:14]2[C:19]([CH:20]=[N:21][OH:22])=[CH:18][N:17]=[C:16]3[N:23]([CH2:26][CH3:27])[N:24]=[CH:25][C:15]=23)[CH2:12][CH2:11][CH2:10][CH2:9][CH2:8]1.Cl[O-].[Na+].O1CCC[CH2:32]1. (5) Given the product [CH3:20][O:19][C:16]1[CH:17]=[CH:18][C:13]([CH2:12][N:8]2[C:9]3[C:4](=[CH:3][C:2](/[CH:30]=[CH:29]/[C:28]([O:32][CH2:33][CH3:34])=[O:31])=[CH:11][CH:10]=3)[CH:5]=[CH:6][C:7]2=[O:21])=[CH:14][CH:15]=1, predict the reactants needed to synthesize it. The reactants are: Br[C:2]1[CH:3]=[C:4]2[C:9](=[CH:10][CH:11]=1)[N:8]([CH2:12][C:13]1[CH:18]=[CH:17][C:16]([O:19][CH3:20])=[CH:15][CH:14]=1)[C:7](=[O:21])[CH:6]=[CH:5]2.C(=O)([O-])[O-].[K+].[K+].[C:28]([O:32][CH2:33][CH3:34])(=[O:31])[CH:29]=[CH2:30]. (6) Given the product [C:15]([C:8]1[N:9]=[C:10]2[C:5]([CH:4]=[CH:3][C:2](=[O:1])[N:11]2[CH2:12][CH2:13][N:39]2[CH2:38][CH2:37][CH:36]([N:28]([CH2:27][C:24]3[N:23]=[CH:22][C:21]4[O:20][CH2:19][CH2:18][O:17][C:26]=4[CH:25]=3)[C:29](=[O:35])[O:30][C:31]([CH3:33])([CH3:34])[CH3:32])[CH2:41][CH2:40]2)=[CH:6][CH:7]=1)#[N:16], predict the reactants needed to synthesize it. The reactants are: [O:1]=[C:2]1[N:11]([CH2:12][CH:13]=O)[C:10]2[N:9]=[C:8]([C:15]#[N:16])[CH:7]=[CH:6][C:5]=2[CH:4]=[CH:3]1.[O:17]1[C:26]2[CH:25]=[C:24]([CH2:27][N:28]([CH:36]3[CH2:41][CH2:40][NH:39][CH2:38][CH2:37]3)[C:29](=[O:35])[O:30][C:31]([CH3:34])([CH3:33])[CH3:32])[N:23]=[CH:22][C:21]=2[O:20][CH2:19][CH2:18]1.[BH-](OC(C)=O)(OC(C)=O)OC(C)=O.[Na+].C([O-])(O)=O.[Na+].